Dataset: Forward reaction prediction with 1.9M reactions from USPTO patents (1976-2016). Task: Predict the product of the given reaction. (1) Given the reactants [NH2:1][C@@H:2]1[C:11]2[C:6](=[CH:7][CH:8]=[CH:9][CH:10]=2)[C@H:5]([OH:12])[CH2:4][CH2:3]1.[H-].[Na+].F[C:16]1[CH:17]=[CH:18][C:19]2[N:20]([C:22]([CH2:25][CH2:26][N:27]3[CH2:31][CH2:30][CH2:29][CH2:28]3)=[N:23][N:24]=2)[CH:21]=1, predict the reaction product. The product is: [N:27]1([CH2:26][CH2:25][C:22]2[N:20]3[CH:21]=[C:16]([O:12][C@H:5]4[C:6]5[C:11](=[CH:10][CH:9]=[CH:8][CH:7]=5)[C@@H:2]([NH2:1])[CH2:3][CH2:4]4)[CH:17]=[CH:18][C:19]3=[N:24][N:23]=2)[CH2:31][CH2:30][CH2:29][CH2:28]1. (2) Given the reactants [C:1]([OH:4])(=O)[CH3:2].[CH3:5][O:6][C:7]1[CH:8]=[C:9]([NH:19][C:20]2[N:21]=[C:22]([NH:30][C:31]3[CH:36]=[CH:35][CH:34]=[CH:33][CH:32]=3)[C:23]3[CH2:29][NH:28][CH2:27][CH2:26][C:24]=3[N:25]=2)[CH:10]=[CH:11][C:12]=1[N:13]1[CH:17]=[C:16]([CH3:18])[N:15]=[CH:14]1.OCC=O.C([BH3-])#N.[Na+], predict the reaction product. The product is: [CH3:5][O:6][C:7]1[CH:8]=[C:9]([NH:19][C:20]2[N:21]=[C:22]([NH:30][C:31]3[CH:36]=[CH:35][CH:34]=[CH:33][CH:32]=3)[C:23]3[CH2:29][N:28]([CH2:2][CH2:1][OH:4])[CH2:27][CH2:26][C:24]=3[N:25]=2)[CH:10]=[CH:11][C:12]=1[N:13]1[CH:17]=[C:16]([CH3:18])[N:15]=[CH:14]1. (3) Given the reactants C([N:8](CC1C=CC=CC=1)[C:9]1[N:17]=[CH:16][N:15]=[C:14]2[C:10]=1[NH:11][C:12](=[O:31])[N:13]2[C@@H:18]1[CH2:23][CH2:22][CH2:21][N:20]([C:24]([O:26][C:27]([CH3:30])([CH3:29])[CH3:28])=[O:25])[CH2:19]1)C1C=CC=CC=1.Cl, predict the reaction product. The product is: [NH2:8][C:9]1[N:17]=[CH:16][N:15]=[C:14]2[C:10]=1[NH:11][C:12](=[O:31])[N:13]2[C@@H:18]1[CH2:23][CH2:22][CH2:21][N:20]([C:24]([O:26][C:27]([CH3:29])([CH3:28])[CH3:30])=[O:25])[CH2:19]1. (4) Given the reactants C(OC(=O)N[C@@H]1[C@H](N[C:15]2[N:16]=[CH:17][C:18]3[S:23][CH:22]=[C:21]([C:24](=[O:36])[NH:25][C:26]4[CH:35]=[CH:34][C:33]5[C:28](=[CH:29][CH:30]=[CH:31][CH:32]=5)[CH:27]=4)[C:19]=3[N:20]=2)CCOC1)(C)(C)C, predict the reaction product. The product is: [CH:27]1[C:28]2[C:33](=[CH:32][CH:31]=[CH:30][CH:29]=2)[CH:34]=[CH:35][C:26]=1[NH:25][C:24]([C:21]1[C:19]2[N:20]=[CH:15][N:16]=[CH:17][C:18]=2[S:23][CH:22]=1)=[O:36]. (5) Given the reactants [C:1]([N:5]1[C:9]2=[N:10][CH:11]=[N:12][C:13]([NH2:14])=[C:8]2[C:7]([C:15]2[CH:20]=[CH:19][C:18]([Cl:21])=[CH:17][CH:16]=2)=[N:6]1)([CH3:4])([CH3:3])[CH3:2].[C:22](OC(=O)C)(=[O:24])[CH3:23], predict the reaction product. The product is: [C:1]([N:5]1[C:9]2=[N:10][CH:11]=[N:12][C:13]([NH:14][C:22](=[O:24])[CH3:23])=[C:8]2[C:7]([C:15]2[CH:16]=[CH:17][C:18]([Cl:21])=[CH:19][CH:20]=2)=[N:6]1)([CH3:4])([CH3:2])[CH3:3]. (6) Given the reactants [Cl:1][C:2]1[CH:3]=[CH:4][C:5]([O:24]C)=[C:6]([C:8]2[CH2:12][CH2:11][CH2:10][C:9]=2[C:13]2[N:18]=[C:17]([C:19]([O:21]CC)=[O:20])[CH:16]=[CH:15][CH:14]=2)[CH:7]=1.C[S-].[Na+].O, predict the reaction product. The product is: [Cl:1][C:2]1[CH:3]=[CH:4][C:5]([OH:24])=[C:6]([C:8]2[CH2:12][CH2:11][CH2:10][C:9]=2[C:13]2[N:18]=[C:17]([C:19]([OH:21])=[O:20])[CH:16]=[CH:15][CH:14]=2)[CH:7]=1. (7) Given the reactants [CH2:1]([O:3][C:4]1[CH:9]=[CH:8][C:7]([C:10]2[CH:15]=[CH:14][CH:13]=[C:12]([O:16][CH3:17])[CH:11]=2)=[CH:6][C:5]=1[C:18]([OH:20])=O)[CH3:2].[NH2:21][C@H:22]([CH2:26][C:27]1[C:35]2[C:30](=[CH:31][CH:32]=[CH:33][CH:34]=2)[NH:29][CH:28]=1)[CH2:23][CH2:24][OH:25].C1C=C2N=NN(O)C2=CC=1.O.C(Cl)CCl, predict the reaction product. The product is: [OH:25][CH2:24][CH2:23][C@H:22]([NH:21][C:18]([C:5]1[CH:6]=[C:7]([C:10]2[CH:15]=[CH:14][CH:13]=[C:12]([O:16][CH3:17])[CH:11]=2)[CH:8]=[CH:9][C:4]=1[O:3][CH2:1][CH3:2])=[O:20])[CH2:26][C:27]1[C:35]2[C:30](=[CH:31][CH:32]=[CH:33][CH:34]=2)[NH:29][CH:28]=1.